Dataset: Full USPTO retrosynthesis dataset with 1.9M reactions from patents (1976-2016). Task: Predict the reactants needed to synthesize the given product. (1) Given the product [CH3:1][O:2][CH2:3][CH2:4][N:5]1[C:9]([CH2:10][CH:11]2[CH2:16][CH2:15][O:14][CH2:13][CH2:12]2)=[CH:8][C:7]([C:17]#[N:19])=[N:6]1, predict the reactants needed to synthesize it. The reactants are: [CH3:1][O:2][CH2:3][CH2:4][N:5]1[C:9]([CH2:10][CH:11]2[CH2:16][CH2:15][O:14][CH2:13][CH2:12]2)=[CH:8][C:7]([C:17]([NH2:19])=O)=[N:6]1.FC(F)(F)C(OC(=O)C(F)(F)F)=O.C(N(CC)CC)C. (2) Given the product [N:20]1[NH:21][N:22]=[C:23]([CH2:25][NH:26][C:17]([C@@H:9]2[CH2:10][C:11]3[C:16](=[CH:15][CH:14]=[CH:13][CH:12]=3)[N:8]2[C:6]([O:5][C:1]([CH3:4])([CH3:3])[CH3:2])=[O:7])=[O:19])[CH:24]=1, predict the reactants needed to synthesize it. The reactants are: [C:1]([O:5][C:6]([N:8]1[C:16]2[C:11](=[CH:12][CH:13]=[CH:14][CH:15]=2)[CH2:10][C@H:9]1[C:17]([OH:19])=O)=[O:7])([CH3:4])([CH3:3])[CH3:2].[N:20]1[NH:21][N:22]=[C:23]([CH2:25][NH2:26])[CH:24]=1. (3) Given the product [F:74][C:72]1[CH:71]=[CH:70][C:69]([C:75]([F:77])([F:76])[F:78])=[C:68]([CH:73]=1)[C:67]([N:64]1[CH2:65][CH2:66][N:61]([C:59](=[O:60])[CH2:58][NH:57][C:43]([C:40]2[CH:39]=[C:38]([C:34]3[CH:35]=[CH:36][CH:37]=[C:32]([F:31])[CH:33]=3)[NH:42][N:41]=2)=[O:45])[CH2:62][CH2:63]1)=[O:79], predict the reactants needed to synthesize it. The reactants are: CCN(C(C)C)C(C)C.C1C=CC2N(O)N=NC=2C=1.CCN=C=NCCCN(C)C.[F:31][C:32]1[CH:33]=[C:34]([C:38]2[NH:42][N:41]=[C:40]([C:43]([OH:45])=O)[CH:39]=2)[CH:35]=[CH:36][CH:37]=1.FC1C=C(C(=O)C)C=CC=1.Cl.[NH2:57][CH2:58][C:59]([N:61]1[CH2:66][CH2:65][N:64]([C:67](=[O:79])[C:68]2[CH:73]=[C:72]([F:74])[CH:71]=[CH:70][C:69]=2[C:75]([F:78])([F:77])[F:76])[CH2:63][CH2:62]1)=[O:60].FC1C=CC(C(F)(F)F)=C(C=1)C(O)=O. (4) Given the product [C:1]([O:5][C:6](=[O:19])[NH:7][C:8]1[CH:13]=[C:12]([NH:23][CH:20]([CH3:22])[CH3:21])[C:11]([Cl:15])=[CH:10][C:9]=1[N+:16]([O-:18])=[O:17])([CH3:4])([CH3:3])[CH3:2], predict the reactants needed to synthesize it. The reactants are: [C:1]([O:5][C:6](=[O:19])[NH:7][C:8]1[CH:13]=[C:12](Cl)[C:11]([Cl:15])=[CH:10][C:9]=1[N+:16]([O-:18])=[O:17])([CH3:4])([CH3:3])[CH3:2].[CH:20]([NH2:23])([CH3:22])[CH3:21]. (5) Given the product [CH2:57]([NH:56][C:54]([NH:53][C:50]1[CH:51]=[CH:52][C:47]([CH2:46][CH2:45][C:37]2[N:36]([C:33]3[CH:34]=[CH:35][C:30]([CH2:29][CH2:28][NH:27][CH2:26][C@H:25]([OH:63])[CH2:24][O:23][C:22]4[CH:21]=[CH:20][C:19]([OH:18])=[CH:65][CH:64]=4)=[CH:31][CH:32]=3)[C:40]3=[N:41][CH:42]=[CH:43][CH:44]=[C:39]3[N:38]=2)=[CH:48][CH:49]=1)=[O:55])[CH2:58][CH2:59][CH2:60][CH2:61][CH3:62], predict the reactants needed to synthesize it. The reactants are: [Si]([O:18][C:19]1[CH:65]=[CH:64][C:22]([O:23][CH2:24][C@@H:25]([OH:63])[CH2:26][NH:27][CH2:28][CH2:29][C:30]2[CH:35]=[CH:34][C:33]([N:36]3[C:40]4=[N:41][CH:42]=[CH:43][CH:44]=[C:39]4[N:38]=[C:37]3[CH2:45][CH2:46][C:47]3[CH:52]=[CH:51][C:50]([NH:53][C:54]([NH:56][CH2:57][CH2:58][CH2:59][CH2:60][CH2:61][CH3:62])=[O:55])=[CH:49][CH:48]=3)=[CH:32][CH:31]=2)=[CH:21][CH:20]=1)(C(C)(C)C)(C1C=CC=CC=1)C1C=CC=CC=1.